The task is: Regression. Given a peptide amino acid sequence and an MHC pseudo amino acid sequence, predict their binding affinity value. This is MHC class I binding data.. This data is from Peptide-MHC class I binding affinity with 185,985 pairs from IEDB/IMGT. (1) The peptide sequence is FKAMWKYPF. The MHC is HLA-B15:03 with pseudo-sequence HLA-B15:03. The binding affinity (normalized) is 1.00. (2) The peptide sequence is FMRFAFLSM. The MHC is HLA-C06:02 with pseudo-sequence HLA-C06:02. The binding affinity (normalized) is 0.0847. (3) The MHC is HLA-B15:01 with pseudo-sequence HLA-B15:01. The peptide sequence is LFKTTVNSL. The binding affinity (normalized) is 0.246. (4) The peptide sequence is FLKEQGGL. The MHC is HLA-B15:01 with pseudo-sequence HLA-B15:01. The binding affinity (normalized) is 0.296. (5) The peptide sequence is SWLSLDVSAA. The MHC is Patr-A0901 with pseudo-sequence Patr-A0901. The binding affinity (normalized) is 0.796. (6) The peptide sequence is LAKSVFNSL. The MHC is HLA-B44:02 with pseudo-sequence HLA-B44:02. The binding affinity (normalized) is 0.0847. (7) The peptide sequence is LPQYFTFDL. The MHC is HLA-B51:01 with pseudo-sequence HLA-B51:01. The binding affinity (normalized) is 0.0847. (8) The peptide sequence is LVIDNLYGF. The MHC is HLA-A26:01 with pseudo-sequence HLA-A26:01. The binding affinity (normalized) is 0.765.